From a dataset of Forward reaction prediction with 1.9M reactions from USPTO patents (1976-2016). Predict the product of the given reaction. (1) Given the reactants [N:1]([CH2:4][C@@H:5]1[C@H:9]2[O:10][C:11]([CH3:14])([CH3:13])[O:12][C@H:8]2[C@H:7]([N:15]2[C:19]3[N:20]=[CH:21][N:22]=[C:23]([N:24]=[N+]=[N-])[C:18]=3[CH:17]=[CH:16]2)[CH2:6]1)=[N+]=[N-].CP(C)C.O, predict the reaction product. The product is: [NH2:1][CH2:4][C@@H:5]1[C@H:9]2[O:10][C:11]([CH3:14])([CH3:13])[O:12][C@H:8]2[C@H:7]([N:15]2[C:19]3[N:20]=[CH:21][N:22]=[C:23]([NH2:24])[C:18]=3[CH:17]=[CH:16]2)[CH2:6]1. (2) Given the reactants [CH3:1][O:2][C:3]1[CH:4]=[C:5]2[C:10](=[CH:11][C:12]=1[O:13][CH3:14])[N:9]=[CH:8][CH:7]=[C:6]2[O:15][C:16]1[CH:22]=[CH:21][C:19]([NH2:20])=[C:18]([O:23][CH3:24])[CH:17]=1.C(N(CC)CC)C.ClC(Cl)(O[C:36](=[O:42])OC(Cl)(Cl)Cl)Cl.[S:44]1[CH:48]=[CH:47][N:46]=[C:45]1[C@H:49]([NH2:51])[CH3:50], predict the reaction product. The product is: [CH3:1][O:2][C:3]1[CH:4]=[C:5]2[C:10](=[CH:11][C:12]=1[O:13][CH3:14])[N:9]=[CH:8][CH:7]=[C:6]2[O:15][C:16]1[CH:22]=[CH:21][C:19]([NH:20][C:36]([NH:51][C@@H:49]([C:45]2[S:44][CH:48]=[CH:47][N:46]=2)[CH3:50])=[O:42])=[C:18]([O:23][CH3:24])[CH:17]=1. (3) Given the reactants Cl[C:2]1[N:3]=[C:4]([NH:11][CH:12]2[CH2:14][CH2:13]2)[C:5]2[O:10][CH:9]=[CH:8][C:6]=2[N:7]=1.[NH2:15][C:16]1[CH:24]=[C:23]2[C:19]([CH:20]=[N:21][N:22]2[C:25]([O:27][C:28]([CH3:31])([CH3:30])[CH3:29])=[O:26])=[CH:18][CH:17]=1.C([O-])([O-])=O.[K+].[K+].CC(C1C=C(C(C)C)C(C2C=CC=CC=2P(C2CCCCC2)C2CCCCC2)=C(C(C)C)C=1)C, predict the reaction product. The product is: [CH:12]1([NH:11][C:4]2[C:5]3[O:10][CH:9]=[CH:8][C:6]=3[N:7]=[C:2]([NH:15][C:16]3[CH:24]=[C:23]4[C:19]([CH:20]=[N:21][N:22]4[C:25]([O:27][C:28]([CH3:31])([CH3:30])[CH3:29])=[O:26])=[CH:18][CH:17]=3)[N:3]=2)[CH2:14][CH2:13]1. (4) The product is: [CH:1]1([C:4]2[NH:8][C:7]3[CH:9]=[C:10]([C:14]4[C:15]([CH3:20])=[N:16][O:17][C:18]=4[CH3:19])[CH:11]=[C:12](/[CH:28]=[CH:27]/[C:21]4[CH:26]=[CH:25][CH:24]=[CH:23][CH:22]=4)[C:6]=3[N:5]=2)[CH2:3][CH2:2]1. Given the reactants [CH:1]1([C:4]2[NH:8][C:7]3[CH:9]=[C:10]([C:14]4[C:15]([CH3:20])=[N:16][O:17][C:18]=4[CH3:19])[CH:11]=[C:12](I)[C:6]=3[N:5]=2)[CH2:3][CH2:2]1.[C:21]1(/[CH:27]=[CH:28]/B(O)O)[CH:26]=[CH:25][CH:24]=[CH:23][CH:22]=1, predict the reaction product.